From a dataset of Forward reaction prediction with 1.9M reactions from USPTO patents (1976-2016). Predict the product of the given reaction. Given the reactants [CH2:1]([NH:3][C:4]1[CH:9]=[CH:8][CH:7]=[CH:6][C:5]=1[C@@H:10]1[CH2:19][CH2:18][C:17]2[CH:16]=[C:15]([O:20][C:21](=[O:26])[C:22]([CH3:25])([CH3:24])[CH3:23])[CH:14]=[CH:13][C:12]=2[CH2:11]1)[CH3:2].[CH:27]([C:29]1[CH:34]=[CH:33][C:32]([CH2:35][C:36]([OH:38])=[O:37])=[CH:31][CH:30]=1)=O, predict the reaction product. The product is: [C:36]([CH2:35][C:32]1[CH:33]=[CH:34][C:29]([CH2:27][CH2:2][CH2:1][NH:3][C:4]2[CH:9]=[CH:8][CH:7]=[CH:6][C:5]=2[C@@H:10]2[CH2:19][CH2:18][C:17]3[CH:16]=[C:15]([O:20][C:21](=[O:26])[C:22]([CH3:25])([CH3:24])[CH3:23])[CH:14]=[CH:13][C:12]=3[CH2:11]2)=[CH:30][CH:31]=1)([OH:38])=[O:37].